From a dataset of Full USPTO retrosynthesis dataset with 1.9M reactions from patents (1976-2016). Predict the reactants needed to synthesize the given product. (1) Given the product [CH:20]1([C:2]2[C:11]3[O:10][CH:9]([CH3:12])[CH2:8][N:7]([C:13]([O:15][C:16]([CH3:19])([CH3:18])[CH3:17])=[O:14])[CH2:6][C:5]=3[S:4][CH:3]=2)[CH2:22][CH2:21]1, predict the reactants needed to synthesize it. The reactants are: Br[C:2]1[C:11]2[O:10][CH:9]([CH3:12])[CH2:8][N:7]([C:13]([O:15][C:16]([CH3:19])([CH3:18])[CH3:17])=[O:14])[CH2:6][C:5]=2[S:4][CH:3]=1.[CH:20]1(B(O)O)[CH2:22][CH2:21]1.C1(P(C2CCCCC2)C2CCCCC2)CCCCC1.CC(C)([O-])C.[K+]. (2) Given the product [NH:15]1[C:2]2[CH2:7][CH2:6][CH2:5][CH2:4][C:3]=2[CH:8]=[C:9]1[C:10]([O:12][CH2:13][CH3:14])=[O:11], predict the reactants needed to synthesize it. The reactants are: Cl[C:2]1[CH2:7][CH2:6][CH2:5][CH2:4][C:3]=1[CH:8]=[CH:9][C:10]([O:12][CH2:13][CH3:14])=[O:11].[N-:15]=[N+]=[N-].[Na+]. (3) The reactants are: [NH2:1][CH:2]1[CH2:7][CH2:6][N:5]([C:8]([O:10][C:11]([CH3:14])([CH3:13])[CH3:12])=[O:9])[CH2:4][CH2:3]1.C(N(CC)CC)C.C(N(C(C)C)CC)(C)C.[NH2:31][CH:32]([C:38]1[CH:43]=[CH:42][CH:41]=[CH:40][N:39]=1)[C:33]([O:35][CH2:36][CH3:37])=[O:34].[O:44]1CCC[CH2:45]1. Given the product [CH2:36]([O:35][C:33](=[O:34])[CH:32]([NH:31][C:45]([NH:1][CH:2]1[CH2:3][CH2:4][N:5]([C:8]([O:10][C:11]([CH3:14])([CH3:13])[CH3:12])=[O:9])[CH2:6][CH2:7]1)=[O:44])[C:38]1[CH:43]=[CH:42][CH:41]=[CH:40][N:39]=1)[CH3:37], predict the reactants needed to synthesize it. (4) Given the product [NH2:1][C:2]1[N:10]=[CH:9][N:8]=[C:7]2[C:3]=1[N:4]=[CH:5][N:6]2[C@H:11]1[C@@H:15]2[O:16][C:21]([CH3:26])([CH3:22])[O:17][C@@H:14]2[C@@H:13]([CH2:18][OH:19])[O:12]1, predict the reactants needed to synthesize it. The reactants are: [NH2:1][C:2]1[N:10]=[CH:9][N:8]=[C:7]2[C:3]=1[N:4]=[CH:5][N:6]2[C@H:11]1[C@H:15]([OH:16])[C@H:14]([OH:17])[C@@H:13]([CH2:18][OH:19])[O:12]1.O.[C:21]1(C)[CH:26]=CC(S(O)(=O)=O)=C[CH:22]=1.C(OCC)(OCC)OCC.C(=O)([O-])[O-].[K+].[K+]. (5) Given the product [C:8]([O:7][CH2:6][CH2:5][NH:2][NH2:3])([CH3:11])([CH3:10])[CH3:9], predict the reactants needed to synthesize it. The reactants are: O.[NH2:2][NH2:3].Br[CH2:5][CH2:6][O:7][C:8]([CH3:11])([CH3:10])[CH3:9]. (6) Given the product [NH2:1][C:2]1[N:7]([CH3:18])[C:6](=[O:8])[CH:5]=[C:4]([CH2:9][CH2:10][C:11]2[CH:16]=[CH:15][CH:14]=[C:13]([Br:17])[CH:12]=2)[N:3]=1, predict the reactants needed to synthesize it. The reactants are: [NH2:1][C:2]1[NH:7][C:6](=[O:8])[CH:5]=[C:4]([CH2:9][CH2:10][C:11]2[CH:16]=[CH:15][CH:14]=[C:13]([Br:17])[CH:12]=2)[N:3]=1.[C:18](=O)([O-])[O-].[K+].[K+].IC.O. (7) Given the product [Cl:8][C:6]1[N:5]=[C:4]([CH2:9][CH2:10][CH3:11])[N:3]=[C:2]([NH:30][C:26]2[CH:27]=[CH:28][CH:29]=[C:24]([CH:21]([CH3:23])[CH3:22])[CH:25]=2)[N:7]=1, predict the reactants needed to synthesize it. The reactants are: Cl[C:2]1[N:7]=[C:6]([Cl:8])[N:5]=[C:4]([CH2:9][CH2:10][CH3:11])[N:3]=1.CCN(C(C)C)C(C)C.[CH:21]([C:24]1[CH:25]=[C:26]([NH2:30])[CH:27]=[CH:28][CH:29]=1)([CH3:23])[CH3:22].